This data is from Reaction yield outcomes from USPTO patents with 853,638 reactions. The task is: Predict the reaction yield, written as a fraction of the theoretical maximum amount of product (1.0 means a 100% yield; for example, 0.34 means a 34% yield). (1) The reactants are [CH3:1][C:2]1([CH3:25])[C:6]([C:7]2[C:8]([O:18]C3CCCCO3)=[CH:9][C:10]([F:17])=[C:11]([CH:16]=2)[C:12]([O:14][CH3:15])=[O:13])=[CH:5][CH2:4][CH2:3]1.CC1C=CC(S([O-])(=O)=O)=CC=1.C1C=C[NH+]=CC=1. The catalyst is CO. The product is [CH3:1][C:2]1([CH3:25])[C:6]([C:7]2[C:8]([OH:18])=[CH:9][C:10]([F:17])=[C:11]([CH:16]=2)[C:12]([O:14][CH3:15])=[O:13])=[CH:5][CH2:4][CH2:3]1. The yield is 0.810. (2) The reactants are [Br:1][C:2]1[CH:3]=[CH:4][C:5]2[O:9][CH:8]=[C:7]([C:10]([O:12][CH2:13][CH3:14])=[O:11])[C:6]=2[CH:15]=1.[N+:16]([O-])([OH:18])=[O:17]. The catalyst is C(Cl)(Cl)Cl. The product is [Br:1][C:2]1[C:3]([N+:16]([O-:18])=[O:17])=[CH:4][C:5]2[O:9][CH:8]=[C:7]([C:10]([O:12][CH2:13][CH3:14])=[O:11])[C:6]=2[CH:15]=1. The yield is 0.850. (3) The reactants are [CH2:1]1O[C:4]([N:8]2[CH2:14][CH:13]3[CH2:15][CH:10]([CH2:11][C:12]3=[O:16])[CH2:9]2)([O:5]CC)[O:3][CH2:2]1. The catalyst is S(=O)(=O)(O)O. The product is [O:16]=[C:12]1[CH2:11][CH:10]2[CH2:15][CH:13]1[CH2:14][N:8]([C:4]([O:3][CH2:2][CH3:1])=[O:5])[CH2:9]2. The yield is 0.640. (4) The yield is 0.370. The product is [CH2:37]([N:44]1[CH2:49][CH2:48][N:47]([C:21]2[N:20]=[CH:19][C:18]([N:16]([CH3:17])[C:14](=[O:15])[C:13]([C:5]3[CH:4]=[C:3]([C:2]([F:36])([F:35])[F:1])[CH:8]=[C:7]([C:9]([F:12])([F:11])[F:10])[CH:6]=3)([CH3:34])[CH3:33])=[C:23]([C:24]3[CH:29]=[CH:28][C:27]([F:30])=[CH:26][C:25]=3[CH3:31])[CH:22]=2)[C@H:46]([CH3:50])[CH2:45]1)[C:38]1[CH:39]=[CH:40][CH:41]=[CH:42][CH:43]=1. The catalyst is [Br-].C([N+](C)(C)C)CCCCCCCCCCCCCCC.CC(C)([P](C(C)(C)C)([Pd][P](C(C)(C)C)(C(C)(C)C)C(C)(C)C)C(C)(C)C)C.C1(C)C=CC=CC=1. The reactants are [F:1][C:2]([F:36])([F:35])[C:3]1[CH:4]=[C:5]([C:13]([CH3:34])([CH3:33])[C:14]([N:16]([C:18]2[CH:19]=[N:20][C:21](Cl)=[CH:22][C:23]=2[C:24]2[CH:29]=[CH:28][C:27]([F:30])=[CH:26][C:25]=2[CH3:31])[CH3:17])=[O:15])[CH:6]=[C:7]([C:9]([F:12])([F:11])[F:10])[CH:8]=1.[CH2:37]([N:44]1[CH2:49][CH2:48][NH:47][C@H:46]([CH3:50])[CH2:45]1)[C:38]1[CH:43]=[CH:42][CH:41]=[CH:40][CH:39]=1.[OH-].[Na+].